This data is from Full USPTO retrosynthesis dataset with 1.9M reactions from patents (1976-2016). The task is: Predict the reactants needed to synthesize the given product. (1) Given the product [C:7]([C:3]1[C:2]([NH:1][C:11](=[O:12])[C:10]([F:21])([F:20])[F:9])=[N:6][O:5][N:4]=1)#[N:8], predict the reactants needed to synthesize it. The reactants are: [NH2:1][C:2]1[C:3]([C:7]#[N:8])=[N:4][O:5][N:6]=1.[F:9][C:10]([F:21])([F:20])[C:11](O[C:11](=[O:12])[C:10]([F:21])([F:20])[F:9])=[O:12]. (2) Given the product [OH:84][C:81]1[N:82]=[CH:83][C:78]([NH:77][C:2]2[CH:7]=[C:6]([CH2:8][N:9]3[C:13]([CH3:14])([CH3:15])[C:12](=[O:16])[N:11]([C:17]4[CH:22]=[CH:21][C:20]([S:23][C:24]([F:26])([F:27])[F:25])=[CH:19][CH:18]=4)[C:10]3=[O:28])[CH:5]=[CH:4][N:3]=2)=[CH:79][CH:80]=1, predict the reactants needed to synthesize it. The reactants are: Cl[C:2]1[CH:7]=[C:6]([CH2:8][N:9]2[C:13]([CH3:15])([CH3:14])[C:12](=[O:16])[N:11]([C:17]3[CH:22]=[CH:21][C:20]([S:23][C:24]([F:27])([F:26])[F:25])=[CH:19][CH:18]=3)[C:10]2=[O:28])[CH:5]=[CH:4][N:3]=1.CC1(C)C2C=CC(P(C3C=CC=CC=3)C3C=CC=CC=3)=CC=2OC2C1=CC=C(P(C1C=CC=CC=1)C1C=CC=CC=1)C=2.C(=O)([O-])[O-].[Cs+].[Cs+].[NH2:77][C:78]1[CH:79]=[CH:80][C:81]([OH:84])=[N:82][CH:83]=1. (3) Given the product [CH3:23][O:22][C:18](=[O:21])[CH:19]=[CH:20][C:2]1[CH:7]=[CH:6][C:5]([C:8]2[C:17]3[C:12](=[CH:13][CH:14]=[CH:15][CH:16]=3)[CH2:11][CH2:10][CH:9]=2)=[CH:4][CH:3]=1, predict the reactants needed to synthesize it. The reactants are: Br[C:2]1[CH:7]=[CH:6][C:5]([C:8]2[C:17]3[C:12](=[CH:13][CH:14]=[CH:15][CH:16]=3)[CH2:11][CH2:10][CH:9]=2)=[CH:4][CH:3]=1.[C:18]([O:22][CH3:23])(=[O:21])[CH:19]=[CH2:20]. (4) Given the product [CH3:1][C:2]1[CH:7]=[C:6]([CH3:8])[N:5]=[C:4]([N:9]2[CH2:16][CH:15]3[CH:11]([CH2:12][N:13]([C:28]([C:27]4[N:23]([C:17]5[CH:18]=[CH:19][CH:20]=[CH:21][CH:22]=5)[N:24]=[CH:25][CH:26]=4)=[O:29])[CH2:14]3)[CH2:10]2)[N:3]=1, predict the reactants needed to synthesize it. The reactants are: [CH3:1][C:2]1[CH:7]=[C:6]([CH3:8])[N:5]=[C:4]([N:9]2[CH2:16][CH:15]3[CH:11]([CH2:12][NH:13][CH2:14]3)[CH2:10]2)[N:3]=1.[C:17]1([N:23]2[C:27]([C:28](O)=[O:29])=[CH:26][CH:25]=[N:24]2)[CH:22]=[CH:21][CH:20]=[CH:19][CH:18]=1.CN(C(ON1N=NC2C=CC=NC1=2)=[N+](C)C)C.F[P-](F)(F)(F)(F)F.CCN(C(C)C)C(C)C. (5) Given the product [F:28][C:20]1[CH:21]=[C:22]([N+:25]([O-:27])=[O:26])[CH:23]=[CH:24][C:19]=1[O:18][C:15]1[CH:14]=[CH:13][N:12]=[C:11]2[CH:10]=[C:9]([C:6]3[CH:5]=[CH:4][C:3]([CH2:2][N:33]4[CH2:34][CH2:35][C@H:31]([N:30]([CH3:36])[CH3:29])[CH2:32]4)=[CH:8][CH:7]=3)[S:17][C:16]=12, predict the reactants needed to synthesize it. The reactants are: Cl[CH2:2][C:3]1[CH:8]=[CH:7][C:6]([C:9]2[S:17][C:16]3[C:11](=[N:12][CH:13]=[CH:14][C:15]=3[O:18][C:19]3[CH:24]=[CH:23][C:22]([N+:25]([O-:27])=[O:26])=[CH:21][C:20]=3[F:28])[CH:10]=2)=[CH:5][CH:4]=1.[CH3:29][N:30]([CH3:36])[C@H:31]1[CH2:35][CH2:34][NH:33][CH2:32]1. (6) The reactants are: [NH2:1][C:2]1([CH2:46][C:47]2[CH:52]=[CH:51][CH:50]=[CH:49][C:48]=2[F:53])[CH2:7][CH2:6][CH2:5][CH:4]([NH:8][C:9]([C:11]2[CH:12]=[C:13]3[C:17](=[CH:18][CH:19]=2)[N:16](C(C2C=CC=CC=2)(C2C=CC=CC=2)C2C=CC=CC=2)[N:15]=[C:14]3[C:39]2[CH:44]=[CH:43][N:42]=[C:41]([CH3:45])[CH:40]=2)=[O:10])[CH2:3]1.[SiH](CC)(CC)CC. Given the product [NH2:1][C:2]1([CH2:46][C:47]2[CH:52]=[CH:51][CH:50]=[CH:49][C:48]=2[F:53])[CH2:7][CH2:6][CH2:5][CH:4]([NH:8][C:9]([C:11]2[CH:12]=[C:13]3[C:17](=[CH:18][CH:19]=2)[NH:16][N:15]=[C:14]3[C:39]2[CH:44]=[CH:43][N:42]=[C:41]([CH3:45])[CH:40]=2)=[O:10])[CH2:3]1, predict the reactants needed to synthesize it. (7) Given the product [NH2:23][C:21]1[N:20]=[CH:19][C:17]2[CH2:18][N:13]([C:3]3[C:2]([F:1])=[C:7]([O:8][CH3:9])[CH:6]=[C:5]([O:10][CH3:11])[C:4]=3[F:12])[C:14](=[O:34])[N:15]([CH3:33])[C:16]=2[CH:22]=1, predict the reactants needed to synthesize it. The reactants are: [F:1][C:2]1[C:7]([O:8][CH3:9])=[CH:6][C:5]([O:10][CH3:11])=[C:4]([F:12])[C:3]=1[N:13]1[CH2:18][C:17]2[CH:19]=[N:20][C:21]([NH:23]CC3C=CC(OC)=CC=3)=[CH:22][C:16]=2[N:15]([CH3:33])[C:14]1=[O:34]. (8) Given the product [CH2:23]([O:17][C:9]1([CH2:8][N:5]2[C:6]([CH3:7])=[C:2]([Br:1])[CH:3]=[N:4]2)[CH2:14][CH2:13][CH2:12][C:11]([CH3:15])([CH3:16])[CH2:10]1)[CH:22]=[CH2:21], predict the reactants needed to synthesize it. The reactants are: [Br:1][C:2]1[CH:3]=[N:4][N:5]([CH2:8][C:9]2([OH:17])[CH2:14][CH2:13][CH2:12][C:11]([CH3:16])([CH3:15])[CH2:10]2)[C:6]=1[CH3:7].[H-].[Na+].Br[CH2:21][CH:22]=[CH2:23]. (9) Given the product [Br:1][C:2]1[C:10]2[C:5](=[N:6][CH:7]=[CH:8][C:9]=2[C:11]2[N:12]=[C:13]([N:63]3[CH2:62][CH2:61][N:60]([C:58]([O:57][C:53]([CH3:56])([CH3:55])[CH3:54])=[O:59])[CH2:65][CH2:64]3)[C:14]3[C:20]([CH:21]4[CH2:23][CH2:22]4)=[CH:19][N:18]=[CH:17][C:15]=3[N:16]=2)[NH:4][CH:3]=1, predict the reactants needed to synthesize it. The reactants are: [Br:1][C:2]1[C:10]2[C:5](=[N:6][CH:7]=[CH:8][C:9]=2[C:11]2[NH:12][C:13](=O)[C:14]3[C:20]([CH:21]4[CH2:23][CH2:22]4)=[CH:19][N:18]=[CH:17][C:15]=3[N:16]=2)[NH:4][CH:3]=1.CCN(C(C)C)C(C)C.C(C1C=C(C(C)C)C=C(C(C)C)C=1S(Cl)(=O)=O)(C)C.[C:53]([O:57][C:58]([N:60]1[CH2:65][CH2:64][NH:63][CH2:62][CH2:61]1)=[O:59])([CH3:56])([CH3:55])[CH3:54].